From a dataset of Full USPTO retrosynthesis dataset with 1.9M reactions from patents (1976-2016). Predict the reactants needed to synthesize the given product. (1) Given the product [Cl:18][C:13]1[CH:14]=[CH:15][CH:16]=[CH:17][C:12]=1[S:9]([N:8]([CH2:19][CH:20]([CH3:22])[CH3:21])[CH2:7][C:4]1[S:5][CH:6]=[C:2]([C:33]2[CH:34]=[CH:35][CH:36]=[C:31]([S:28]([NH:27][C:23]([CH3:26])([CH3:25])[CH3:24])(=[O:29])=[O:30])[CH:32]=2)[CH:3]=1)(=[O:11])=[O:10], predict the reactants needed to synthesize it. The reactants are: Br[C:2]1[CH:3]=[C:4]([CH2:7][N:8]([CH2:19][CH:20]([CH3:22])[CH3:21])[S:9]([C:12]2[CH:17]=[CH:16][CH:15]=[CH:14][C:13]=2[Cl:18])(=[O:11])=[O:10])[S:5][CH:6]=1.[C:23]([NH:27][S:28]([C:31]1[CH:32]=[C:33](B(O)O)[CH:34]=[CH:35][CH:36]=1)(=[O:30])=[O:29])([CH3:26])([CH3:25])[CH3:24].C([O-])([O-])=O.[Na+].[Na+]. (2) Given the product [NH2:30][C:31]1[N:36]=[CH:35][C:34](/[CH:37]=[CH:38]/[C:39]([N:13]([CH2:12][C:5]2[C:4]3[C:8](=[CH:9][CH:10]=[C:2]([F:1])[CH:3]=3)[N:7]([CH3:11])[CH:6]=2)[CH3:14])=[O:41])=[CH:33][CH:32]=1, predict the reactants needed to synthesize it. The reactants are: [F:1][C:2]1[CH:3]=[C:4]2[C:8](=[CH:9][CH:10]=1)[N:7]([CH3:11])[CH:6]=[C:5]2[CH2:12][NH:13][CH3:14].CNCC1C2C=CC=CC=2N2CCCC=12.[NH2:30][C:31]1[N:36]=[CH:35][C:34](/[CH:37]=[CH:38]/[C:39]([OH:41])=O)=[CH:33][CH:32]=1.Cl.O=C1NC2N=CC(/C=C/C(O)=O)=CC=2CC1. (3) Given the product [C:1]([C:3]1[CH:26]=[CH:25][C:6]([CH2:7][N:8]2[CH2:17][C@H:16]3[N:12]([CH2:13][CH2:14][CH2:15]3)[C:11]3[N:18]=[C:19]([NH:45][CH2:43][CH3:44])[N:20]=[CH:21][C:10]=3[C:9]2=[O:24])=[CH:5][CH:4]=1)#[N:2], predict the reactants needed to synthesize it. The reactants are: [C:1]([C:3]1[CH:26]=[CH:25][C:6]([CH2:7][N:8]2[CH2:17][C@H:16]3[N:12]([CH2:13][CH2:14][CH2:15]3)[C:11]3[N:18]=[C:19](SC)[N:20]=[CH:21][C:10]=3[C:9]2=[O:24])=[CH:5][CH:4]=1)#[N:2].ClC1C=CC=C(C(OO)=O)C=1.C(=O)(O)[O-].[Na+].[CH2:43]([NH2:45])[CH3:44].C1COCC1. (4) Given the product [CH2:1]([NH:8][N:9]1[C:21]2[C:20]3[CH:19]=[CH:18][CH:17]=[CH:16][C:15]=3[N:14]=[C:13]([NH2:27])[C:12]=2[N:11]=[C:10]1[CH2:23][CH2:24][CH2:25][CH3:26])[C:2]1[CH:7]=[CH:6][CH:5]=[CH:4][CH:3]=1, predict the reactants needed to synthesize it. The reactants are: [CH2:1]([NH:8][N:9]1[C:21]2[C:20]3[CH:19]=[CH:18][CH:17]=[CH:16][C:15]=3[N+:14]([O-])=[CH:13][C:12]=2[N:11]=[C:10]1[CH2:23][CH2:24][CH2:25][CH3:26])[C:2]1[CH:7]=[CH:6][CH:5]=[CH:4][CH:3]=1.[NH4+:27].[OH-].C1(C)C=CC(S(Cl)(=O)=O)=CC=1.C(Cl)Cl.